The task is: Predict the reactants needed to synthesize the given product.. This data is from Full USPTO retrosynthesis dataset with 1.9M reactions from patents (1976-2016). (1) Given the product [CH2:14]([C:8]12[CH2:13][CH:11]([CH2:10][CH2:9]1)[CH:12]=[CH:7]2)[CH2:15][CH2:16][CH2:17][CH2:18][CH3:19].[CH2:12]([C:11]12[CH2:13][CH:8]([CH2:9][CH2:10]1)[CH:14]=[CH:15]2)[CH2:7][C:1]1[CH:2]=[CH:3][CH:4]=[CH:5][CH:6]=1, predict the reactants needed to synthesize it. The reactants are: [C:1]1([C:7]2[C:8]3([CH2:14][CH3:15])[CH2:13][CH:11]([CH:12]=2)[CH2:10][CH2:9]3)[CH:6]=[CH:5][CH:4]=[CH:3][CH:2]=1.[CH2:16]=[CH:17][CH2:18][CH2:19]CC.C1(C)C=CC=CC=1.ClCCl. (2) Given the product [CH3:1][O:2][CH2:3][C:4]1([S:7]([NH2:10])(=[O:9])=[O:8])[CH2:6][CH2:5]1, predict the reactants needed to synthesize it. The reactants are: [CH3:1][O:2][CH2:3][C:4]1([S:7]([NH:10]C(=O)OC(C)(C)C)(=[O:9])=[O:8])[CH2:6][CH2:5]1.Cl. (3) The reactants are: [CH2:1](Br)[C:2]1[CH:7]=[CH:6][CH:5]=[CH:4][CH:3]=1.[Br:9][C:10]1[N:19]=[C:18]([C:20]([O:22][CH3:23])=[O:21])[C:17]([OH:24])=[C:16]2[C:11]=1[CH:12]=[CH:13][CH:14]=[N:15]2.C(=O)([O-])[O-].[Cs+].[Cs+].O. Given the product [CH2:1]([O:24][C:17]1[C:18]([C:20]([O:22][CH3:23])=[O:21])=[N:19][C:10]([Br:9])=[C:11]2[C:16]=1[N:15]=[CH:14][CH:13]=[CH:12]2)[C:2]1[CH:7]=[CH:6][CH:5]=[CH:4][CH:3]=1, predict the reactants needed to synthesize it.